This data is from Full USPTO retrosynthesis dataset with 1.9M reactions from patents (1976-2016). The task is: Predict the reactants needed to synthesize the given product. (1) Given the product [CH:16](/[C:2]1[CH:3]=[C:4]([CH:7]=[O:8])[O:5][CH:6]=1)=[CH:15]\[C:9]1[CH:14]=[CH:13][CH:12]=[CH:11][CH:10]=1, predict the reactants needed to synthesize it. The reactants are: Br[C:2]1[CH:3]=[C:4]([CH:7]=[O:8])[O:5][CH:6]=1.[C:9]1(/[CH:15]=[CH:16]/B(O)O)[CH:14]=[CH:13][CH:12]=[CH:11][CH:10]=1.C(C1OC(C=O)=CC=1)C1C=CC=CC=1. (2) Given the product [CH2:12]([C:16]1[CH:22]=[CH:21][C:19]([NH:20][C:7](=[O:11])[CH:8]([CH3:9])[CH3:10])=[C:18]([CH3:23])[CH:17]=1)[CH2:13][CH2:14][CH3:15], predict the reactants needed to synthesize it. The reactants are: [C:7](O[C:7](=[O:11])[CH:8]([CH3:10])[CH3:9])(=[O:11])[CH:8]([CH3:10])[CH3:9].[CH2:12]([C:16]1[CH:22]=[CH:21][C:19]([NH2:20])=[C:18]([CH3:23])[CH:17]=1)[CH2:13][CH2:14][CH3:15].C(N(CC)CC)C.Cl. (3) Given the product [NH:15]1[CH:14]=[C:13]([C:11]2[N:10]3[CH:26]=[CH:27][N:28]=[C:9]3[CH:8]=[C:7]([C:4]3[S:3][C:2]([CH3:1])=[N:6][CH:5]=3)[N:12]=2)[CH:17]=[N:16]1, predict the reactants needed to synthesize it. The reactants are: [CH3:1][C:2]1[S:3][C:4]([C:7]2[N:12]=[C:11]([C:13]3[CH:14]=[N:15][N:16](COCC[Si](C)(C)C)[CH:17]=3)[N:10]3[CH:26]=[CH:27][N:28]=[C:9]3[CH:8]=2)=[CH:5][N:6]=1.C(O)(C(F)(F)F)=O.